From a dataset of CYP2D6 inhibition data for predicting drug metabolism from PubChem BioAssay. Regression/Classification. Given a drug SMILES string, predict its absorption, distribution, metabolism, or excretion properties. Task type varies by dataset: regression for continuous measurements (e.g., permeability, clearance, half-life) or binary classification for categorical outcomes (e.g., BBB penetration, CYP inhibition). Dataset: cyp2d6_veith. (1) The drug is COc1ccc(/C=N/NC(=O)CCc2ccccc2)cc1O. The result is 0 (non-inhibitor). (2) The compound is C[C@@]1(C(NC(=O)c2cccs2)c2ccc(-c3ccccc3)cc2)C[C@H]1C1CCCCC1. The result is 0 (non-inhibitor).